This data is from Reaction yield outcomes from USPTO patents with 853,638 reactions. The task is: Predict the reaction yield, written as a fraction of the theoretical maximum amount of product (1.0 means a 100% yield; for example, 0.34 means a 34% yield). The reactants are [NH2:1][CH2:2][C:3]1[CH:11]=[CH:10][C:6]([C:7]([OH:9])=[O:8])=[CH:5][CH:4]=1.Cl[Si](C)(C)[CH3:14]. The catalyst is CO. The product is [NH2:1][CH2:2][C:3]1[CH:4]=[CH:5][C:6]([C:7]([O:9][CH3:14])=[O:8])=[CH:10][CH:11]=1. The yield is 0.940.